This data is from Catalyst prediction with 721,799 reactions and 888 catalyst types from USPTO. The task is: Predict which catalyst facilitates the given reaction. (1) Reactant: [SH:1][C:2]1[N:7]=[CH:6][C:5]([C:8]([OH:10])=[O:9])=[CH:4][CH:3]=1.C([O-])(=O)C.[Na+].[F:16][C:17]([F:22])([F:21])[CH2:18][CH2:19]I. Product: [F:16][C:17]([F:22])([F:21])[CH2:18][CH2:19][S:1][C:2]1[N:7]=[CH:6][C:5]([C:8]([OH:10])=[O:9])=[CH:4][CH:3]=1. The catalyst class is: 14. (2) Reactant: [CH3:1][C:2]([OH:12])([CH3:11])[CH2:3][NH:4][C:5]1[CH:10]=[CH:9][CH:8]=[CH:7][N:6]=1.[H-].[Na+].I[CH3:16].O. Product: [CH3:16][O:12][C:2]([CH3:1])([CH3:11])[CH2:3][NH:4][C:5]1[CH:10]=[CH:9][CH:8]=[CH:7][N:6]=1. The catalyst class is: 3. (3) Reactant: [NH2:1][C:2]1[C:10]2[C:5](=[CH:6][CH:7]=[C:8]([Br:11])[CH:9]=2)[N:4]([C:12]([O:14][C:15]([CH3:18])([CH3:17])[CH3:16])=[O:13])[N:3]=1.C(=O)([O-])[O-].[K+].[K+].Cl.[CH3:26][N:27]([CH3:32])[CH2:28][C:29](Cl)=[O:30]. The catalyst class is: 7. Product: [Br:11][C:8]1[CH:9]=[C:10]2[C:5](=[CH:6][CH:7]=1)[N:4]([C:12]([O:14][C:15]([CH3:18])([CH3:17])[CH3:16])=[O:13])[N:3]=[C:2]2[NH:1][C:29](=[O:30])[CH2:28][N:27]([CH3:32])[CH3:26]. (4) Reactant: [C:1](=[O:12])(OC(Cl)(Cl)Cl)OC(Cl)(Cl)Cl.[NH2:13][C:14]([CH3:27])([CH3:26])[C:15]([NH:17][C:18]1[CH:23]=[CH:22][C:21]([Br:24])=[C:20]([CH3:25])[CH:19]=1)=[O:16].C(N(CC)CC)C.[Cl-].[NH4+]. Product: [Br:24][C:21]1[CH:22]=[CH:23][C:18]([N:17]2[C:15](=[O:16])[C:14]([CH3:26])([CH3:27])[NH:13][C:1]2=[O:12])=[CH:19][C:20]=1[CH3:25]. The catalyst class is: 4. (5) Reactant: [CH:1]1([NH:4][C:5]2[C:10]([NH2:11])=[N:9][CH:8]=[CH:7][N:6]=2)[CH2:3][CH2:2]1.C1N=CN([C:17](N2C=NC=C2)=[O:18])C=1. Product: [CH:1]1([N:4]2[C:5]3=[N:6][CH:7]=[CH:8][N:9]=[C:10]3[NH:11][C:17]2=[O:18])[CH2:3][CH2:2]1. The catalyst class is: 20. (6) Reactant: [NH:1]1[C:9]2[C:4](=[C:5]([C:10]3[N:11]=[C:12]([N:30]4[CH2:35][CH2:34][O:33][CH2:32][CH2:31]4)[C:13]4[S:18][C:17]([CH2:19][N:20]5[CH2:25][CH2:24][N:23]([S:26]([CH3:29])(=[O:28])=[O:27])[CH2:22][CH2:21]5)=[CH:16][C:14]=4[N:15]=3)[CH:6]=[CH:7][CH:8]=2)[CH:3]=[N:2]1.[CH3:36][S:37]([OH:40])(=[O:39])=[O:38]. Product: [S:37]([OH:40])(=[O:39])(=[O:38])[CH3:36].[S:37]([OH:40])(=[O:39])(=[O:38])[CH3:36].[NH:1]1[C:9]2[C:4](=[C:5]([C:10]3[N:11]=[C:12]([N:30]4[CH2:31][CH2:32][O:33][CH2:34][CH2:35]4)[C:13]4[S:18][C:17]([CH2:19][N:20]5[CH2:25][CH2:24][N:23]([S:26]([CH3:29])(=[O:27])=[O:28])[CH2:22][CH2:21]5)=[CH:16][C:14]=4[N:15]=3)[CH:6]=[CH:7][CH:8]=2)[CH:3]=[N:2]1. The catalyst class is: 98. (7) Reactant: [Cl:1][C:2]1[CH:7]=[CH:6][C:5]([N:8]2[CH2:12][CH2:11][CH:10]([NH2:13])[CH2:9]2)=[CH:4][CH:3]=1.[F:14][C:15]([F:30])([F:29])[C:16]1[CH:17]=[C:18]([CH:22]=[C:23]([C:25]([F:28])([F:27])[F:26])[CH:24]=1)[C:19](Cl)=[O:20].C(N(CC)CC)C. Product: [Cl:1][C:2]1[CH:7]=[CH:6][C:5]([N:8]2[CH2:12][CH2:11][CH:10]([NH:13][C:19](=[O:20])[C:18]3[CH:22]=[C:23]([C:25]([F:26])([F:27])[F:28])[CH:24]=[C:16]([C:15]([F:14])([F:29])[F:30])[CH:17]=3)[CH2:9]2)=[CH:4][CH:3]=1. The catalyst class is: 4.